This data is from Full USPTO retrosynthesis dataset with 1.9M reactions from patents (1976-2016). The task is: Predict the reactants needed to synthesize the given product. (1) The reactants are: I[C:2]1[CH:3]=[CH:4][CH:5]=[C:6]2[C:10]=1[C:9](=[O:11])[NH:8][CH2:7]2.C(N(CC)CC)C.C1(P(C2C=CC=CC=2)C2C=CC=CC=2)C=CC=CC=1.[CH3:38][Si:39]([C:42]#[CH:43])([CH3:41])[CH3:40]. Given the product [CH3:38][Si:39]([C:42]#[C:43][C:2]1[CH:3]=[CH:4][CH:5]=[C:6]2[C:10]=1[C:9](=[O:11])[NH:8][CH2:7]2)([CH3:41])[CH3:40], predict the reactants needed to synthesize it. (2) The reactants are: [Cl:1]N1C(=O)CCC1=O.C(O)(=O)C.[CH2:13]([NH:15][C:16](=[O:18])[O-:17])[CH3:14].[CH3:19][O:20][C:21]1[CH:22]=[CH:23][C:24]2[CH:25]([CH3:33])[CH:26]3[CH2:30][NH:29][CH2:28][CH:27]3[C:31]=2[CH:32]=1. Given the product [CH2:13]([NH:15][C:16](=[O:17])[O-:18])[CH3:14].[Cl:1][C:32]1[C:31]2[CH:27]3[CH2:28][NH:29][CH2:30][CH:26]3[CH:25]([CH3:33])[C:24]=2[CH:23]=[CH:22][C:21]=1[O:20][CH3:19], predict the reactants needed to synthesize it. (3) Given the product [NH:31]1[C:32]2[C:28](=[CH:27][CH:26]=[C:25]([NH:24][C:2]3[N:11]=[C:10]([C:12]4[CH:17]=[CH:16][C:15]([N:18]5[CH2:23][CH2:22][O:21][CH2:20][CH2:19]5)=[CH:14][CH:13]=4)[CH:9]=[C:8]4[C:3]=3[CH:4]=[CH:5][CH:6]=[N:7]4)[CH:33]=2)[CH:29]=[N:30]1, predict the reactants needed to synthesize it. The reactants are: Cl[C:2]1[N:11]=[C:10]([C:12]2[CH:17]=[CH:16][C:15]([N:18]3[CH2:23][CH2:22][O:21][CH2:20][CH2:19]3)=[CH:14][CH:13]=2)[CH:9]=[C:8]2[C:3]=1[CH:4]=[CH:5][CH:6]=[N:7]2.[NH2:24][C:25]1[CH:33]=[C:32]2[C:28]([CH:29]=[N:30][NH:31]2)=[CH:27][CH:26]=1.CN1CCCC1=O.Cl. (4) Given the product [Cl:1][C:2]1[N:7]=[CH:6][C:5]([CH2:8][N:9]2[C:14]([CH3:15])=[CH:13][C:12](=[O:16])[N:11]3[N:17]=[C:18]([O:20][CH2:23][O:24][CH3:25])[N:19]=[C:10]23)=[CH:4][CH:3]=1, predict the reactants needed to synthesize it. The reactants are: [Cl:1][C:2]1[N:7]=[CH:6][C:5]([CH2:8][N:9]2[C:14]([CH3:15])=[CH:13][C:12](=[O:16])[N:11]3[N:17]=[C:18]([OH:20])[N:19]=[C:10]23)=[CH:4][CH:3]=1.[H-].[Na+].[CH3:23][O:24][CH2:25]Cl.O. (5) Given the product [C:30]([C:14]1[C:15]2[C:20](=[CH:19][CH:18]=[C:17]([O:23][CH:24]3[CH2:25][CH2:26][CH2:27][CH2:28][CH2:29]3)[CH:16]=2)[C:21]([OH:22])=[C:12]([C:10]([NH:9][CH2:8][C:7]([CH3:33])([CH3:32])[C:6]([OH:34])=[O:5])=[O:11])[N:13]=1)#[N:31], predict the reactants needed to synthesize it. The reactants are: C([O:5][C:6](=[O:34])[C:7]([CH3:33])([CH3:32])[CH2:8][NH:9][C:10]([C:12]1[N:13]=[C:14]([C:30]#[N:31])[C:15]2[C:20]([C:21]=1[OH:22])=[CH:19][CH:18]=[C:17]([O:23][CH:24]1[CH2:29][CH2:28][CH2:27][CH2:26][CH2:25]1)[CH:16]=2)=[O:11])(C)(C)C.